This data is from Forward reaction prediction with 1.9M reactions from USPTO patents (1976-2016). The task is: Predict the product of the given reaction. (1) Given the reactants [C:1]([C:3]1[CH:50]=[CH:49][C:6]2[N:7](COCC[Si](C)(C)C)[C:8]([C:10]([C:22]3[C:30]([O:31][CH3:32])=[CH:29][C:28]([CH3:33])=[C:27]4[C:23]=3[CH:24]=[CH:25][N:26]4[C:34]([O:36][C:37]([CH3:40])([CH3:39])[CH3:38])=[O:35])([NH:15]S(C(C)(C)C)=O)[C:11]([F:14])([F:13])[F:12])=[N:9][C:5]=2[CH:4]=1)#[N:2].C(C1C=CC2N=C(C(C3C(OC)=CC(C)=C4C=3C=CN4C(OC(C)(C)C)=O)(NS(C(C)(C)C)=O)C(F)(F)F)N(COCC[Si](C)(C)C)C=2C=1)#N.Cl.[NH4+].[OH-], predict the reaction product. The product is: [NH2:15][C:10]([C:22]1[C:30]([O:31][CH3:32])=[CH:29][C:28]([CH3:33])=[C:27]2[C:23]=1[CH:24]=[CH:25][N:26]2[C:34]([O:36][C:37]([CH3:40])([CH3:39])[CH3:38])=[O:35])([C:8]1[NH:7][C:6]2[CH:49]=[CH:50][C:3]([C:1]#[N:2])=[CH:4][C:5]=2[N:9]=1)[C:11]([F:14])([F:13])[F:12]. (2) Given the reactants C([O:3][C:4](=[O:9])[C:5](=O)[CH2:6]Br)C.[Cl:10][C:11]1[CH:16]=[CH:15][C:14]([NH:17][C:18]([NH2:20])=[S:19])=[CH:13][C:12]=1[C:21]([F:24])([F:23])[F:22], predict the reaction product. The product is: [Cl:10][C:11]1[CH:16]=[CH:15][C:14]([NH:17][C:18]2[S:19][CH:6]=[C:5]([C:4]([OH:3])=[O:9])[N:20]=2)=[CH:13][C:12]=1[C:21]([F:24])([F:22])[F:23]. (3) Given the reactants [CH2:1]1[C:5]2([CH2:13][O:12][C:7]3([CH2:11][CH2:10][CH2:9][CH2:8]3)[NH:6]2)[CH2:4][CH2:3][CH2:2]1.[BH4-].[Na+], predict the reaction product. The product is: [CH:7]1([NH:6][C:5]2([CH2:13][OH:12])[CH2:1][CH2:2][CH2:3][CH2:4]2)[CH2:11][CH2:10][CH2:9][CH2:8]1. (4) Given the reactants [C:1]1([C:7]2[NH:8][C:9]3[CH:10]=[CH:11][CH:12]=[C:13]4[C:19](=[O:20])[NH:18][CH2:17][CH2:16][C:15]=2[C:14]=34)[CH:6]=[CH:5][CH:4]=C[CH:2]=1.[N:21]1C=CC=C(B(O)O)C=1, predict the reaction product. The product is: [N:21]1[CH:4]=[CH:5][CH:6]=[C:1]([C:7]2[NH:8][C:9]3[CH:10]=[CH:11][CH:12]=[C:13]4[C:19](=[O:20])[NH:18][CH2:17][CH2:16][C:15]=2[C:14]=34)[CH:2]=1. (5) The product is: [ClH:1].[Cl:1][C:2]1[C:3]([Cl:32])=[CH:4][C:5]2[C:6]3[CH2:24][CH2:23][NH:22][CH2:21][CH2:20][C:7]=3[N:8]([CH2:11][CH2:12][CH2:13][C:14]3[CH:19]=[CH:18][CH:17]=[CH:16][CH:15]=3)[C:9]=2[CH:10]=1. Given the reactants [Cl:1][C:2]1[C:3]([Cl:32])=[CH:4][C:5]2[C:6]3[CH2:24][CH2:23][N:22](C(OC(C)(C)C)=O)[CH2:21][CH2:20][C:7]=3[N:8]([CH2:11][CH2:12][CH2:13][C:14]3[CH:19]=[CH:18][CH:17]=[CH:16][CH:15]=3)[C:9]=2[CH:10]=1.C(O)(C(F)(F)F)=O.[OH-].[Na+], predict the reaction product. (6) The product is: [C:3]1([C:15]2[CH:16]=[CH:17][CH:18]=[CH:19][CH:20]=2)[CH:8]=[CH:7][CH:6]=[CH:5][C:4]=1[N:9]1[CH2:10][CH2:11][N:12]([C:22]2[N:23]([CH3:35])[C:24](=[O:34])[CH:25]=[C:26]([C:28]3[CH:33]=[CH:32][N:31]=[CH:30][N:29]=3)[N:27]=2)[CH2:13][CH2:14]1. Given the reactants Cl.Cl.[C:3]1([C:15]2[CH:20]=[CH:19][CH:18]=[CH:17][CH:16]=2)[CH:8]=[CH:7][CH:6]=[CH:5][C:4]=1[N:9]1[CH2:14][CH2:13][NH:12][CH2:11][CH2:10]1.Cl[C:22]1[N:23]([CH3:35])[C:24](=[O:34])[CH:25]=[C:26]([C:28]2[CH:33]=[CH:32][N:31]=[CH:30][N:29]=2)[N:27]=1.C(N(CC)CC)C, predict the reaction product.